Predict the reactants needed to synthesize the given product. From a dataset of Full USPTO retrosynthesis dataset with 1.9M reactions from patents (1976-2016). Given the product [C:1]([C:5]1[CH:10]=[CH:9][C:8]([S:11]([NH:14][C:15]2[CH:19]=[CH:18][S:17][C:16]=2[C:20]([OH:22])=[O:21])(=[O:13])=[O:12])=[C:7]([OH:24])[CH:6]=1)([CH3:4])([CH3:2])[CH3:3], predict the reactants needed to synthesize it. The reactants are: [C:1]([C:5]1[CH:10]=[CH:9][C:8]([S:11]([NH:14][C:15]2[CH:19]=[CH:18][S:17][C:16]=2[C:20]([O:22]C)=[O:21])(=[O:13])=[O:12])=[C:7]([O:24]C)[CH:6]=1)([CH3:4])([CH3:3])[CH3:2].B(Br)(Br)Br.